This data is from Full USPTO retrosynthesis dataset with 1.9M reactions from patents (1976-2016). The task is: Predict the reactants needed to synthesize the given product. (1) Given the product [CH3:1][C:2]1[CH:7]=[C:6]([CH3:8])[C:5]([N:9]2[CH:13]=[N:12][C:11]([C:14]([F:15])([F:16])[F:17])=[N:10]2)=[CH:4][C:3]=1[SH:18], predict the reactants needed to synthesize it. The reactants are: [CH3:1][C:2]1[CH:7]=[C:6]([CH3:8])[C:5]([N:9]2[CH:13]=[N:12][C:11]([C:14]([F:17])([F:16])[F:15])=[N:10]2)=[CH:4][C:3]=1[S:18](Cl)(=O)=O.C(O)C.Cl.O. (2) Given the product [Br:1][C:2]1[CH:9]=[C:6]([NH:7][CH3:8])[C:5]([NH2:10])=[C:4]([O:13][CH3:14])[CH:3]=1, predict the reactants needed to synthesize it. The reactants are: [Br:1][C:2]1[CH:3]=[C:4]([O:13][CH3:14])[C:5]([N+:10]([O-])=O)=[C:6]([CH:9]=1)[NH:7][CH3:8]. (3) Given the product [F:1][C:2]1[CH:7]=[CH:6][C:5]([N:8]2[CH:11]([C:12]3[CH:13]=[CH:14][C:15]([O:18][CH2:19][C:20]([OH:22])=[O:21])=[CH:16][CH:17]=3)[CH:10]([CH2:27][CH2:28][S:29][C:30]3[CH:31]=[CH:32][C:33]([F:36])=[CH:34][CH:35]=3)[C:9]2=[O:37])=[CH:4][CH:3]=1, predict the reactants needed to synthesize it. The reactants are: [F:1][C:2]1[CH:7]=[CH:6][C:5]([N:8]2[CH:11]([C:12]3[CH:17]=[CH:16][C:15]([O:18][CH2:19][C:20]([O:22]C(C)(C)C)=[O:21])=[CH:14][CH:13]=3)[CH:10]([CH2:27][CH2:28][S:29][C:30]3[CH:35]=[CH:34][C:33]([F:36])=[CH:32][CH:31]=3)[C:9]2=[O:37])=[CH:4][CH:3]=1. (4) The reactants are: [C-:1]#[N:2].[Na+].[N:4]1[CH:9]=[CH:8][C:7]([O:10][C:11]2[CH:17]=[CH:16][C:14]([NH2:15])=[CH:13][CH:12]=2)=[CH:6][CH:5]=1.[C:18]1(=O)[CH2:21][CH2:20][CH2:19]1. Given the product [N:4]1[CH:5]=[CH:6][C:7]([O:10][C:11]2[CH:17]=[CH:16][C:14]([NH:15][C:18]3([C:1]#[N:2])[CH2:21][CH2:20][CH2:19]3)=[CH:13][CH:12]=2)=[CH:8][CH:9]=1, predict the reactants needed to synthesize it. (5) Given the product [CH3:23][O:24][C:25]1[CH:26]=[C:27]([CH:30]=[CH:31][CH:32]=1)[CH2:28][NH:29][C:7]1[CH:8]=[C:9]2[C:4](=[CH:5][CH:6]=1)[N:3]=[C:2]([NH:18][CH2:17][C:16]1[CH:19]=[CH:20][CH:21]=[CH:22][C:15]=1[O:14][CH3:13])[CH:11]=[CH:10]2, predict the reactants needed to synthesize it. The reactants are: Cl[C:2]1[CH:11]=[CH:10][C:9]2[C:4](=[CH:5][CH:6]=[C:7](Cl)[CH:8]=2)[N:3]=1.[CH3:13][O:14][C:15]1[CH:22]=[CH:21][CH:20]=[CH:19][C:16]=1[CH2:17][NH2:18].[CH3:23][O:24][C:25]1[CH:26]=[C:27]([CH:30]=[CH:31][CH:32]=1)[CH2:28][NH2:29].